This data is from Forward reaction prediction with 1.9M reactions from USPTO patents (1976-2016). The task is: Predict the product of the given reaction. (1) Given the reactants [CH3:1][O:2][C:3](=[O:21])[CH2:4][C:5]1[CH:10]=[CH:9][CH:8]=[C:7]([O:11][C:12]2[CH:17]=[CH:16][C:15]([Br:18])=[CH:14][C:13]=2[CH2:19]Br)[CH:6]=1.[F:22][C:23]([F:42])([F:41])[C:24]1[CH:25]=[C:26]([C@H:34]2[O:38][C:37](=[O:39])[NH:36][C@H:35]2[CH3:40])[CH:27]=[C:28]([C:30]([F:33])([F:32])[F:31])[CH:29]=1, predict the reaction product. The product is: [CH3:1][O:2][C:3](=[O:21])[CH2:4][C:5]1[CH:10]=[CH:9][CH:8]=[C:7]([O:11][C:12]2[CH:17]=[CH:16][C:15]([Br:18])=[CH:14][C:13]=2[CH2:19][N:36]2[C@@H:35]([CH3:40])[C@@H:34]([C:26]3[CH:27]=[C:28]([C:30]([F:32])([F:33])[F:31])[CH:29]=[C:24]([C:23]([F:22])([F:41])[F:42])[CH:25]=3)[O:38][C:37]2=[O:39])[CH:6]=1. (2) Given the reactants [Br:1][CH2:2][CH2:3][CH2:4][CH2:5][C:6]([CH3:16])([C:9]1[CH:14]=[CH:13][C:12](C)=[CH:11][CH:10]=1)[CH2:7][OH:8].BrCCCCC(C)(C1C=CC=CC=1)C(OCC)=O.[Li+].[BH4-].CO, predict the reaction product. The product is: [Br:1][CH2:2][CH2:3][CH2:4][CH2:5][C:6]([CH3:16])([C:9]1[CH:10]=[CH:11][CH:12]=[CH:13][CH:14]=1)[CH2:7][OH:8]. (3) Given the reactants Cl[C:2]1[CH:7]=[C:6]([C:8]2[CH:13]=[CH:12][CH:11]=[C:10]([F:14])[CH:9]=2)[C:5]([Cl:15])=[CH:4][N:3]=1.CO.C(N(CC)CC)C.[C]=O.C[CH2:28][O:29][C:30](C)=[O:31], predict the reaction product. The product is: [Cl:15][C:5]1[C:6]([C:8]2[CH:13]=[CH:12][CH:11]=[C:10]([F:14])[CH:9]=2)=[CH:7][C:2]([C:30]([O:29][CH3:28])=[O:31])=[N:3][CH:4]=1. (4) Given the reactants [CH2:1]([O:8][C:9]1[CH:17]=[C:16]([Br:18])[CH:15]=[C:14]([N+:19]([O-])=O)[C:10]=1[NH:11][CH2:12][CH3:13])[C:2]1[CH:7]=[CH:6][CH:5]=[CH:4][CH:3]=1.[CH2:22](O)C, predict the reaction product. The product is: [CH2:1]([O:8][C:9]1[C:10]2[N:11]([CH2:12][CH3:13])[CH:22]=[N:19][C:14]=2[CH:15]=[C:16]([Br:18])[CH:17]=1)[C:2]1[CH:7]=[CH:6][CH:5]=[CH:4][CH:3]=1. (5) Given the reactants [C:1]([O:5][C:6]([N:8]1[CH2:13][CH2:12][N:11]([C:14]2[CH:19]=[CH:18][CH:17]=[CH:16][C:15]=2[C:20]([OH:22])=O)[CH2:10][CH2:9]1)=[O:7])([CH3:4])([CH3:3])[CH3:2].C(Cl)CCl.C1C=CC2N(O)N=NC=2C=1.[CH3:37][N:38]1[CH2:43][CH2:42][C:41]2[N:44]=[C:45]([NH2:47])[S:46][C:40]=2[CH2:39]1.C(N(CC)C(C)C)(C)C, predict the reaction product. The product is: [C:1]([O:5][C:6]([N:8]1[CH2:9][CH2:10][N:11]([C:14]2[CH:19]=[CH:18][CH:17]=[CH:16][C:15]=2[C:20](=[O:22])[NH:47][C:45]2[S:46][C:40]3[CH2:39][N:38]([CH3:37])[CH2:43][CH2:42][C:41]=3[N:44]=2)[CH2:12][CH2:13]1)=[O:7])([CH3:2])([CH3:3])[CH3:4]. (6) Given the reactants Cl[C:2]1[C:3](=[O:19])[N:4]([CH2:15][CH2:16][O:17][CH3:18])[S:5](=[O:14])(=[O:13])[C:6]=1[C:7]1[CH:12]=[CH:11][CH:10]=[CH:9][CH:8]=1.[N:20]1([C:26]2[CH:32]=[CH:31][C:29]([NH2:30])=[CH:28][CH:27]=2)[CH2:25][CH2:24][O:23][CH2:22][CH2:21]1, predict the reaction product. The product is: [CH3:18][O:17][CH2:16][CH2:15][N:4]1[C:3](=[O:19])[C:2]([NH:30][C:29]2[CH:28]=[CH:27][C:26]([N:20]3[CH2:25][CH2:24][O:23][CH2:22][CH2:21]3)=[CH:32][CH:31]=2)=[C:6]([C:7]2[CH:12]=[CH:11][CH:10]=[CH:9][CH:8]=2)[S:5]1(=[O:14])=[O:13]. (7) The product is: [NH2:1][C:2]1[S:3][C:4]([Cl:12])=[C:5]([C:7]([NH:9][CH2:10][CH3:11])=[O:8])[N:6]=1. Given the reactants [NH2:1][C:2]1[S:3][CH:4]=[C:5]([C:7]([NH:9][CH2:10][CH3:11])=[O:8])[N:6]=1.[Cl:12]N1C(=O)CCC1=O, predict the reaction product. (8) Given the reactants Cl[C:2]1[N:7]=[CH:6][N:5]=[C:4]([NH:8][C:9]2[S:10][C:11]([C:14]#[N:15])=[CH:12][N:13]=2)[CH:3]=1.[CH3:16][NH:17][C:18]([N:20]1[CH2:24][CH2:23][CH:22]([N:25]2[CH2:30][CH2:29][NH:28][CH2:27][CH2:26]2)[CH2:21]1)=[O:19].CCN(C(C)C)C(C)C, predict the reaction product. The product is: [C:14]([C:11]1[S:10][C:9]([NH:8][C:4]2[N:5]=[CH:6][N:7]=[C:2]([N:28]3[CH2:29][CH2:30][N:25]([CH:22]4[CH2:23][CH2:24][N:20]([C:18]([NH:17][CH3:16])=[O:19])[CH2:21]4)[CH2:26][CH2:27]3)[CH:3]=2)=[N:13][CH:12]=1)#[N:15]. (9) Given the reactants [C:1](=[O:4])([O-:3])[O-:2].[Ba+2].O=C(O)[C@@H]([C@H]([C@@H]([C@@H](CO)O)O)O)O.[C:19](=[O:22])([O-:21])[O-:20].[Na+:23].[Na+].C(=O)([O-])O.[Na+].O=C([O-])[C@@H]([C@H]([C@@H]([C@@H](CO)O)O)O)O.[K+], predict the reaction product. The product is: [C:1](=[O:2])([O-:4])[O-:3].[Na+:23].[Na+:23].[C:19](=[O:20])([O-:22])[OH:21].[Na+:23]. (10) The product is: [CH:13]1([C@H:8]([N:7]=[C:1]=[O:2])[C:9]([O:11][CH3:12])=[O:10])[CH2:18][CH2:17][CH2:16][CH2:15][CH2:14]1. Given the reactants [C:1]([O-])(O)=[O:2].[Na+].Cl.[NH2:7][C@@H:8]([CH:13]1[CH2:18][CH2:17][CH2:16][CH2:15][CH2:14]1)[C:9]([O:11][CH3:12])=[O:10].ClC(Cl)(OC(=O)OC(Cl)(Cl)Cl)Cl, predict the reaction product.